This data is from Reaction yield outcomes from USPTO patents with 853,638 reactions. The task is: Predict the reaction yield, written as a fraction of the theoretical maximum amount of product (1.0 means a 100% yield; for example, 0.34 means a 34% yield). (1) The reactants are [CH3:1][O:2][CH:3]([C:7]1[CH:12]=[CH:11][C:10]([C:13]2[N:14]=[N:15][N:16]([CH3:18])[N:17]=2)=[CH:9][CH:8]=1)[C:4]([OH:6])=O.C(N(CC)C(C)C)(C)C.COCCN(S(F)(F)F)CCOC.Cl.[CH3:42][NH:43][O:44][CH3:45].C([O-])(O)=O.[Na+]. The catalyst is C(Cl)Cl. The product is [CH3:45][O:44][N:43]([CH3:42])[C:4](=[O:6])[CH:3]([O:2][CH3:1])[C:7]1[CH:12]=[CH:11][C:10]([C:13]2[N:14]=[N:15][N:16]([CH3:18])[N:17]=2)=[CH:9][CH:8]=1. The yield is 0.420. (2) The reactants are [Cl-].O[NH3+:3].[C:4](=[O:7])([O-])[OH:5].[Na+].CS(C)=O.[CH2:13]([C:17]1[N:18]=[C:19]([CH3:46])[N:20]([CH2:39][CH:40]2[CH2:45][CH2:44][CH2:43][CH2:42][CH2:41]2)[C:21](=[O:38])[C:22]=1[CH2:23][C:24]1[CH:29]=[CH:28][C:27]([C:30]2[C:31]([C:36]#[N:37])=[CH:32][CH:33]=[CH:34][CH:35]=2)=[CH:26][CH:25]=1)[CH2:14][CH2:15][CH3:16]. The catalyst is C(OCC)(=O)C. The product is [CH2:13]([C:17]1[N:18]=[C:19]([CH3:46])[N:20]([CH2:39][CH:40]2[CH2:45][CH2:44][CH2:43][CH2:42][CH2:41]2)[C:21](=[O:38])[C:22]=1[CH2:23][C:24]1[CH:29]=[CH:28][C:27]([C:30]2[CH:35]=[CH:34][CH:33]=[CH:32][C:31]=2[C:36]2[NH:3][C:4](=[O:7])[O:5][N:37]=2)=[CH:26][CH:25]=1)[CH2:14][CH2:15][CH3:16]. The yield is 0.330. (3) The yield is 0.830. The product is [Cl:1][C:2]1[CH:3]=[C:4]([C@H:9]2[C:18]3[C:13](=[CH:14][CH:15]=[CH:16][CH:17]=3)[C@H:12]([NH:19][C:20](=[O:22])[CH3:21])[CH2:11][CH2:10]2)[CH:5]=[CH:6][C:7]=1[Cl:8]. The reactants are [Cl:1][C:2]1[CH:3]=[C:4]([C@H:9]2[C:18]3[C:13](=[CH:14][CH:15]=[CH:16][CH:17]=3)[C:12]([NH:19][C:20](=[O:22])[CH3:21])=[CH:11][CH2:10]2)[CH:5]=[CH:6][C:7]=1[Cl:8]. The catalyst is C(O)(C)C. (4) The reactants are [NH2:1][C:2]1[CH:10]=[CH:9][C:8]([Cl:11])=[CH:7][C:3]=1[C:4]([OH:6])=O.O=S(Cl)Cl.[Cl:16][C:17]1[CH:23]=[CH:22][CH:21]=[CH:20][C:18]=1[NH2:19].C(Cl)(Cl)Cl. The catalyst is C1C=CC=CC=1. The product is [NH2:1][C:2]1[CH:10]=[CH:9][C:8]([Cl:11])=[CH:7][C:3]=1[C:4]([NH:19][C:18]1[CH:20]=[CH:21][CH:22]=[CH:23][C:17]=1[Cl:16])=[O:6]. The yield is 0.520. (5) The reactants are CC(C)([O-])C.[Na+].Br[C:8]1[CH:9]=[CH:10][C:11]([O:14][C:15]2[CH:16]=[C:17]([CH:32]=[CH:33][CH:34]=2)[CH:18]=[C:19]2[CH2:24][CH2:23][N:22]([C:25]([O:27][C:28]([CH3:31])([CH3:30])[CH3:29])=[O:26])[CH2:21][CH2:20]2)=[N:12][CH:13]=1.CC(P(C(C)(C)C)C1C(C2C=CC=CC=2)=CC=CC=1)(C)C.[NH:56]1[CH2:59][CH2:58][CH2:57]1. The catalyst is C1(C)C=CC=CC=1.C([O-])(=O)C.[Pd+2].C([O-])(=O)C. The product is [N:56]1([C:8]2[CH:9]=[CH:10][C:11]([O:14][C:15]3[CH:16]=[C:17]([CH:32]=[CH:33][CH:34]=3)[CH:18]=[C:19]3[CH2:24][CH2:23][N:22]([C:25]([O:27][C:28]([CH3:31])([CH3:30])[CH3:29])=[O:26])[CH2:21][CH2:20]3)=[N:12][CH:13]=2)[CH2:59][CH2:58][CH2:57]1. The yield is 0.237. (6) The reactants are [Cl:1][C:2]1[CH:21]=[C:20]([C:22]([F:25])([F:24])[F:23])[CH:19]=[CH:18][C:3]=1[CH2:4][N:5]1[C:9]([C:10](OCC)=[O:11])=[CH:8][C:7]([CH:15]([CH3:17])[CH3:16])=[N:6]1.[H-].C([Al+]CC(C)C)C(C)C.CO.[C@H](O)(C([O-])=O)[C@@H](O)C([O-])=O.[Na+].[K+]. The catalyst is O1CCCC1.C1(C)C=CC=CC=1. The product is [Cl:1][C:2]1[CH:21]=[C:20]([C:22]([F:25])([F:23])[F:24])[CH:19]=[CH:18][C:3]=1[CH2:4][N:5]1[C:9]([CH2:10][OH:11])=[CH:8][C:7]([CH:15]([CH3:17])[CH3:16])=[N:6]1. The yield is 0.990. (7) The reactants are [CH3:1][O:2][C:3]1[C:8]2[C:9]([C:31]3[CH:32]=[N:33][NH:34][CH:35]=3)=[N:10][N:11](C(C3C=CC=CC=3)(C3C=CC=CC=3)C3C=CC=CC=3)[C:7]=2[CH:6]=[CH:5][N:4]=1.CS(O[CH:41]1[CH2:45][CH2:44][O:43][CH2:42]1)(=O)=O. No catalyst specified. The product is [O:43]1[CH2:44][CH2:45][CH:1]([O:2][C:3]2[C:8]3[C:9]([C:31]4[CH:35]=[N:34][N:33]([CH:45]5[CH2:41][CH2:42][O:43][CH2:44]5)[CH:32]=4)=[N:10][NH:11][C:7]=3[CH:6]=[CH:5][N:4]=2)[CH2:41][CH2:42]1. The yield is 0.240. (8) The reactants are [Cl:1][C:2]1[CH:3]=[C:4]([CH2:8][CH2:9][NH2:10])[CH:5]=[CH:6][CH:7]=1.[C:11](Cl)(=[O:13])[CH3:12]. The catalyst is C(Cl)Cl. The product is [Cl:1][C:2]1[CH:3]=[C:4]([CH2:8][CH2:9][NH:10][C:11](=[O:13])[CH3:12])[CH:5]=[CH:6][CH:7]=1. The yield is 0.940.